This data is from Reaction yield outcomes from USPTO patents with 853,638 reactions. The task is: Predict the reaction yield, written as a fraction of the theoretical maximum amount of product (1.0 means a 100% yield; for example, 0.34 means a 34% yield). (1) The reactants are Br[C:2]1[CH:7]=[CH:6][C:5]([OH:8])=[CH:4][CH:3]=1.[CH2:9]([NH:16][CH3:17])[C:10]1[CH:15]=[CH:14][CH:13]=[CH:12][CH:11]=1. No catalyst specified. The product is [CH2:9]([N:16]([CH3:17])[C:2]1[CH:7]=[CH:6][C:5]([OH:8])=[CH:4][CH:3]=1)[C:10]1[CH:15]=[CH:14][CH:13]=[CH:12][CH:11]=1. The yield is 0.410. (2) The reactants are [CH2:1](O)[CH2:2][C:3]#[C:4][CH2:5][CH2:6][CH2:7][CH3:8].C1(P(C2C=CC=CC=2)C2C=CC=CC=2)C=CC=CC=1.C1C(=O)N([Br:36])C(=O)C1. The catalyst is CN(C=O)C. The product is [Br:36][CH2:1][CH2:2][C:3]#[C:4][CH2:5][CH2:6][CH2:7][CH3:8]. The yield is 0.710. (3) The reactants are [CH3:1][O:2][C:3]1[C:4]([CH2:18][OH:19])([CH2:13][CH2:14][CH:15]([CH3:17])[CH3:16])[C:5]2[C:10]([CH2:11][CH:12]=1)=[CH:9][CH:8]=[CH:7][CH:6]=2.CC(OI1(OC(C)=O)(OC(C)=O)OC(=O)C2C=CC=CC1=2)=O. The catalyst is ClCCl. The product is [CH3:1][O:2][C:3]1[C:4]([CH2:13][CH2:14][CH:15]([CH3:17])[CH3:16])([CH:18]=[O:19])[C:5]2[C:10]([CH2:11][CH:12]=1)=[CH:9][CH:8]=[CH:7][CH:6]=2. The yield is 0.530. (4) The reactants are Br[C:2]1[CH:7]=[CH:6][C:5]([C@@H:8]([C:19]2[CH:24]=[CH:23][CH:22]=[CH:21][C:20]=2[CH3:25])[CH2:9][C:10]([C:12]2[CH:17]=[CH:16][N:15]=[C:14]([CH3:18])[CH:13]=2)=[O:11])=[CH:4][CH:3]=1.[H-].[Na+].[Cl-].[NH4+].[C:30]([O:33][CH2:34][CH3:35])(=[O:32])[CH3:31]. The catalyst is C(OCC)(=O)CC(OCC)=O.C1C=CC(/C=C/C(/C=C/C2C=CC=CC=2)=O)=CC=1.C1C=CC(/C=C/C(/C=C/C2C=CC=CC=2)=O)=CC=1.C1C=CC(/C=C/C(/C=C/C2C=CC=CC=2)=O)=CC=1.[Pd].[Pd].C(P(C(C)(C)C)C1C=CC=CC=1C1C=CC=CC=1)(C)(C)C. The product is [CH2:34]([O:33][C:30](=[O:32])[CH:31]([C:2]1[CH:7]=[CH:6][C:5]([C@@H:8]([C:19]2[CH:24]=[CH:23][CH:22]=[CH:21][C:20]=2[CH3:25])[CH2:9][C:10]([C:12]2[CH:17]=[CH:16][N:15]=[C:14]([CH3:18])[CH:13]=2)=[O:11])=[CH:4][CH:3]=1)[C:30]([O:33][CH2:34][CH3:35])=[O:32])[CH3:35]. The yield is 0.710. (5) The reactants are [CH:1]([C:3]1[CH:13]=[CH:12][C:6]([C:7]([O:9][CH2:10][CH3:11])=[O:8])=[C:5]([CH3:14])[CH:4]=1)=O.[C:15](=O)([O-])[O-].[K+].[K+]. The catalyst is O1CCOCC1.[Br-].C[P+](C1C=CC=CC=1)(C1C=CC=CC=1)C1C=CC=CC=1. The product is [CH3:14][C:5]1[CH:4]=[C:3]([CH:1]=[CH2:15])[CH:13]=[CH:12][C:6]=1[C:7]([O:9][CH2:10][CH3:11])=[O:8]. The yield is 0.720. (6) The reactants are Cl[C:2]1[C:11]2[C:6](=[CH:7][CH:8]=[CH:9][CH:10]=2)[N:5]=[C:4]([C:12]2[CH:17]=[CH:16][CH:15]=[CH:14][C:13]=2[O:18][CH3:19])[N:3]=1.[CH3:20][O:21][C:22]([C@H:24]1[CH2:28][C@H:27]([NH2:29])[CH2:26][N:25]1[C:30]([O:32][C:33]([CH3:36])([CH3:35])[CH3:34])=[O:31])=[O:23].C(N(CC)CC)C. The catalyst is O1CCOCC1.ClCCl. The product is [CH3:19][O:18][C:13]1[CH:14]=[CH:15][CH:16]=[CH:17][C:12]=1[C:4]1[N:3]=[C:2]([NH:29][C@@H:27]2[CH2:26][N:25]([C:30]([O:32][C:33]([CH3:34])([CH3:35])[CH3:36])=[O:31])[C@@H:24]([C:22]([O:21][CH3:20])=[O:23])[CH2:28]2)[C:11]2[C:6](=[CH:7][CH:8]=[CH:9][CH:10]=2)[N:5]=1. The yield is 0.520. (7) The catalyst is C(O)C.[Pd]. The yield is 0.590. The product is [CH2:12]([C:11]1[CH:10]=[CH:9][C:4]([C:5]([O:7][CH3:8])=[O:6])=[CH:3][C:2]=1[F:1])[CH3:13]. The reactants are [F:1][C:2]1[CH:3]=[C:4]([CH:9]=[CH:10][C:11]=1[CH:12]=[CH2:13])[C:5]([O:7][CH3:8])=[O:6].